Dataset: Catalyst prediction with 721,799 reactions and 888 catalyst types from USPTO. Task: Predict which catalyst facilitates the given reaction. (1) Product: [ClH:17].[NH:1]1[C:9]2[C:4](=[CH:5][C:6]([NH:10][NH2:11])=[CH:7][CH:8]=2)[CH:3]=[N:2]1. The catalyst class is: 33. Reactant: [NH:1]1[C:9]2[C:4](=[CH:5][C:6]([NH2:10])=[CH:7][CH:8]=2)[CH:3]=[N:2]1.[N:11]([O-])=O.[Na+].O.O.[Cl:17][Sn]Cl. (2) Reactant: [CH3:1][C:2]([O:5][C:6](=[O:25])[CH2:7][NH:8][S:9]([C:12]1[CH:17]=[CH:16][C:15]([S:18][C:19]2[CH:24]=[CH:23][CH:22]=[CH:21][CH:20]=2)=[CH:14][CH:13]=1)(=[O:11])=[O:10])([CH3:4])[CH3:3].Cl.Cl[CH2:28][CH2:29][N:30]1[CH2:35][CH2:34][O:33][CH2:32][CH2:31]1.C(=O)([O-])[O-].[K+].[K+].C(OCC)(=O)C. Product: [C:19]1([S:18][C:15]2[CH:14]=[CH:13][C:12]([S:9]([N:8]([CH2:28][CH2:29][N:30]3[CH2:35][CH2:34][O:33][CH2:32][CH2:31]3)[CH2:7][C:6]([O:5][C:2]([CH3:1])([CH3:3])[CH3:4])=[O:25])(=[O:11])=[O:10])=[CH:17][CH:16]=2)[CH:20]=[CH:21][CH:22]=[CH:23][CH:24]=1. The catalyst class is: 35.